This data is from Full USPTO retrosynthesis dataset with 1.9M reactions from patents (1976-2016). The task is: Predict the reactants needed to synthesize the given product. The reactants are: [Cl:1][C:2]1[C:3]([CH2:49][C:50]2[CH:55]=[CH:54][C:53]([CH2:56][CH3:57])=[CH:52][CH:51]=2)=[CH:4][C:5]([C@H:10]2[C@H:15]([O:16][CH2:17][C:18]3[CH:23]=[CH:22][CH:21]=[CH:20][CH:19]=3)[C@@H:14]([O:24][CH2:25][C:26]3[CH:31]=[CH:30][CH:29]=[CH:28][CH:27]=3)[C@H:13]([O:32][CH2:33][C:34]3[CH:39]=[CH:38][CH:37]=[CH:36][CH:35]=3)[C@@H:12]([CH2:40][O:41][CH2:42][C:43]3[CH:48]=[CH:47][CH:46]=[CH:45][CH:44]=3)[O:11]2)=[C:6]([CH:9]=1)[CH:7]=[O:8].OO.Cl([O-])(=O)(=O)=[O:61].[Na+]. Given the product [Cl:1][C:2]1[C:3]([CH2:49][C:50]2[CH:51]=[CH:52][C:53]([CH2:56][CH3:57])=[CH:54][CH:55]=2)=[CH:4][C:5]([C@H:10]2[C@H:15]([O:16][CH2:17][C:18]3[CH:19]=[CH:20][CH:21]=[CH:22][CH:23]=3)[C@@H:14]([O:24][CH2:25][C:26]3[CH:31]=[CH:30][CH:29]=[CH:28][CH:27]=3)[C@H:13]([O:32][CH2:33][C:34]3[CH:39]=[CH:38][CH:37]=[CH:36][CH:35]=3)[C@@H:12]([CH2:40][O:41][CH2:42][C:43]3[CH:44]=[CH:45][CH:46]=[CH:47][CH:48]=3)[O:11]2)=[C:6]([CH:9]=1)[C:7]([OH:61])=[O:8], predict the reactants needed to synthesize it.